From a dataset of NCI-60 drug combinations with 297,098 pairs across 59 cell lines. Regression. Given two drug SMILES strings and cell line genomic features, predict the synergy score measuring deviation from expected non-interaction effect. (1) Drug 1: CN(C)N=NC1=C(NC=N1)C(=O)N. Drug 2: C1C(C(OC1N2C=C(C(=O)NC2=O)F)CO)O. Cell line: KM12. Synergy scores: CSS=2.47, Synergy_ZIP=-15.1, Synergy_Bliss=-41.1, Synergy_Loewe=-13.4, Synergy_HSA=-32.7. (2) Drug 1: C1=CC(=CC=C1CCC2=CNC3=C2C(=O)NC(=N3)N)C(=O)NC(CCC(=O)O)C(=O)O. Drug 2: C1=C(C(=O)NC(=O)N1)N(CCCl)CCCl. Cell line: CCRF-CEM. Synergy scores: CSS=74.0, Synergy_ZIP=2.21, Synergy_Bliss=0.673, Synergy_Loewe=2.14, Synergy_HSA=4.37. (3) Drug 1: CN1CCC(CC1)COC2=C(C=C3C(=C2)N=CN=C3NC4=C(C=C(C=C4)Br)F)OC. Drug 2: CS(=O)(=O)OCCCCOS(=O)(=O)C. Cell line: SK-MEL-28. Synergy scores: CSS=1.04, Synergy_ZIP=2.98, Synergy_Bliss=4.40, Synergy_Loewe=-5.70, Synergy_HSA=-1.92. (4) Synergy scores: CSS=54.4, Synergy_ZIP=4.03, Synergy_Bliss=3.54, Synergy_Loewe=2.44, Synergy_HSA=6.20. Drug 1: C1=C(C(=O)NC(=O)N1)N(CCCl)CCCl. Cell line: NCI-H460. Drug 2: CC1=C(N=C(N=C1N)C(CC(=O)N)NCC(C(=O)N)N)C(=O)NC(C(C2=CN=CN2)OC3C(C(C(C(O3)CO)O)O)OC4C(C(C(C(O4)CO)O)OC(=O)N)O)C(=O)NC(C)C(C(C)C(=O)NC(C(C)O)C(=O)NCCC5=NC(=CS5)C6=NC(=CS6)C(=O)NCCC[S+](C)C)O. (5) Drug 1: C1=CC=C(C=C1)NC(=O)CCCCCCC(=O)NO. Drug 2: C#CCC(CC1=CN=C2C(=N1)C(=NC(=N2)N)N)C3=CC=C(C=C3)C(=O)NC(CCC(=O)O)C(=O)O. Cell line: PC-3. Synergy scores: CSS=69.8, Synergy_ZIP=19.4, Synergy_Bliss=0.496, Synergy_Loewe=39.8, Synergy_HSA=0.800. (6) Drug 1: C1=CC=C(C(=C1)C(C2=CC=C(C=C2)Cl)C(Cl)Cl)Cl. Drug 2: C1CN(CCN1C(=O)CCBr)C(=O)CCBr. Cell line: UACC62. Synergy scores: CSS=15.8, Synergy_ZIP=-8.34, Synergy_Bliss=2.37, Synergy_Loewe=-12.5, Synergy_HSA=0.951. (7) Drug 1: C(CC(=O)O)C(=O)CN.Cl. Drug 2: C1C(C(OC1N2C=NC3=C2NC=NCC3O)CO)O. Cell line: CCRF-CEM. Synergy scores: CSS=28.7, Synergy_ZIP=2.88, Synergy_Bliss=2.07, Synergy_Loewe=2.31, Synergy_HSA=2.29. (8) Drug 1: C(CC(=O)O)C(=O)CN.Cl. Drug 2: CC1=C(C(=O)C2=C(C1=O)N3CC4C(C3(C2COC(=O)N)OC)N4)N. Cell line: K-562. Synergy scores: CSS=21.2, Synergy_ZIP=-4.13, Synergy_Bliss=-2.36, Synergy_Loewe=-0.368, Synergy_HSA=-0.148.